From a dataset of Reaction yield outcomes from USPTO patents with 853,638 reactions. Predict the reaction yield, written as a fraction of the theoretical maximum amount of product (1.0 means a 100% yield; for example, 0.34 means a 34% yield). The reactants are [CH3:1][O:2][C:3]1[CH:11]=[C:10]([C:12]([F:15])([F:14])[F:13])[CH:9]=[C:8]([O:16][CH3:17])[C:4]=1[C:5](O)=[O:6].S(Cl)([Cl:20])=O. The catalyst is C1(C)C=CC=CC=1. The product is [CH3:1][O:2][C:3]1[CH:11]=[C:10]([C:12]([F:15])([F:14])[F:13])[CH:9]=[C:8]([O:16][CH3:17])[C:4]=1[C:5]([Cl:20])=[O:6]. The yield is 0.989.